Task: Binary classification across 12 toxicity assays.. Dataset: Tox21: 12 toxicity assays (nuclear receptors and stress response pathways) (1) The compound is CCCCCCOC(=O)C(C)C. It tested positive (active) for: NR-AR (Androgen Receptor agonist activity). (2) The compound is O=C(O)c1cc(O)c2ccccc2c1O. It tested positive (active) for: NR-AhR (Aryl hydrocarbon Receptor agonist activity), and SR-ARE (Antioxidant Response Element (oxidative stress)). (3) The drug is Cc1ccc(Cl)c(Nc2ccccc2C(=O)[O-])c1Cl. It tested positive (active) for: SR-p53 (p53 tumor suppressor activation). (4) The molecule is c1ccc2c(c1)ccc1cc3c(ccc4ccccc43)cc12. It tested positive (active) for: NR-AhR (Aryl hydrocarbon Receptor agonist activity), NR-ER-LBD (Estrogen Receptor Ligand Binding Domain agonist), SR-ARE (Antioxidant Response Element (oxidative stress)), SR-ATAD5 (ATAD5 genotoxicity (DNA damage)), and SR-p53 (p53 tumor suppressor activation). (5) The drug is CCCSc1cc(OC)c(CCN)cc1OC. It tested positive (active) for: NR-AhR (Aryl hydrocarbon Receptor agonist activity), SR-ATAD5 (ATAD5 genotoxicity (DNA damage)), and SR-p53 (p53 tumor suppressor activation). (6) The molecule is COCCc1ccc(OCC(O)CNC(C)C)cc1.COCCc1ccc(OCC(O)CNC(C)C)cc1.O=C(O)CCC(=O)O. It tested positive (active) for: NR-AR (Androgen Receptor agonist activity). (7) The drug is C1CCC(C(CC2CCCCN2)C2CCCCC2)CC1. It tested positive (active) for: SR-MMP (Mitochondrial Membrane Potential disruption). (8) The molecule is CCCCCC[C@@H](O)C/C=C\CCCCCCCC(=O)[O-]. It tested positive (active) for: SR-MMP (Mitochondrial Membrane Potential disruption).